Dataset: Forward reaction prediction with 1.9M reactions from USPTO patents (1976-2016). Task: Predict the product of the given reaction. (1) Given the reactants [Cl:1][C:2]1[CH:3]=[N+:4]([O-:23])[CH:5]=[C:6]([Cl:22])[C:7]=1[CH2:8][C@@H:9]([C:11]1[CH:16]=[CH:15][C:14]([O:17][CH:18]([F:20])[F:19])=[C:13]([OH:21])[CH:12]=1)[OH:10].[C:24]([O-])([O-])=O.[K+].[K+].IC.O, predict the reaction product. The product is: [Cl:22][C:6]1[CH:5]=[N+:4]([O-:23])[CH:3]=[C:2]([Cl:1])[C:7]=1[CH2:8][C@@H:9]([C:11]1[CH:16]=[CH:15][C:14]([O:17][CH:18]([F:20])[F:19])=[C:13]([O:21][CH3:24])[CH:12]=1)[OH:10]. (2) Given the reactants [CH3:1][C@H:2]1[CH2:7][CH:6]([OH:8])[C@@H:5]([CH:9]([CH3:11])[CH3:10])[CH2:4][CH2:3]1.C1(C)CCC(C(C)C)C(O)C1.C[C@H]1C[C@@H](O)[C@@H](C(C)C)CC1.C[C@H]1C[C@H](O)[C@@H](C(C)C)CC1, predict the reaction product. The product is: [CH:7]1[C:6]([OH:8])=[C:5]([CH:9]([CH3:11])[CH3:10])[CH:4]=[CH:3][C:2]=1[CH3:1]. (3) The product is: [CH2:18]([CH:22]([CH2:25][CH2:26][CH2:27][CH2:28][CH2:29][CH3:30])[CH2:23][N:7]1[N:6]=[C:5]2[CH:9]=[C:10]([F:11])[C:2]([F:1])=[CH:3][C:4]2=[N:8]1)[CH2:19][CH2:20][CH3:21]. Given the reactants [F:1][C:2]1[C:10]([F:11])=[CH:9][C:5]2[NH:6][N:7]=[N:8][C:4]=2[CH:3]=1.CC(C)([O-])C.[K+].[CH2:18]([CH:22]([CH2:25][CH2:26][CH2:27][CH2:28][CH2:29][CH3:30])[CH2:23]Br)[CH2:19][CH2:20][CH3:21].[NH4+].[Cl-], predict the reaction product. (4) Given the reactants [CH2:1]([NH:8][C:9](=[O:32])[N:10]([C:12]1[CH:13]=[CH:14][C:15]([CH3:31])=[C:16]([C:18]2[CH:23]=[CH:22][C:21](/[CH:24]=[CH:25]/[C:26]([O:28][CH2:29][CH3:30])=[O:27])=[CH:20][CH:19]=2)[CH:17]=1)[CH3:11])[CH2:2][CH2:3][CH2:4][CH2:5][CH2:6][CH3:7], predict the reaction product. The product is: [CH2:1]([NH:8][C:9](=[O:32])[N:10]([C:12]1[CH:13]=[CH:14][C:15]([CH3:31])=[C:16]([C:18]2[CH:23]=[CH:22][C:21]([CH2:24][CH2:25][C:26]([O:28][CH2:29][CH3:30])=[O:27])=[CH:20][CH:19]=2)[CH:17]=1)[CH3:11])[CH2:2][CH2:3][CH2:4][CH2:5][CH2:6][CH3:7]. (5) Given the reactants CC(C)([O-])C.[K+].[O:7]1[CH2:12][CH2:11][CH:10]([C@@H:13]([OH:15])[CH3:14])[CH2:9][CH2:8]1.F[C:17]1[CH:24]=[CH:23][C:22]([C:25]2[N:30]=[C:29]([NH:31][C:32]3[CH:37]=[CH:36][C:35]([N:38]4[CH2:43][CH2:42][N:41]([CH:44]5[CH2:47][O:46][CH2:45]5)[CH2:40][CH2:39]4)=[CH:34][CH:33]=3)[N:28]=[CH:27][N:26]=2)=[CH:21][C:18]=1[C:19]#[N:20], predict the reaction product. The product is: [O:46]1[CH2:45][CH:44]([N:41]2[CH2:42][CH2:43][N:38]([C:35]3[CH:34]=[CH:33][C:32]([NH:31][C:29]4[N:28]=[CH:27][N:26]=[C:25]([C:22]5[CH:23]=[CH:24][C:17]([O:15][C@H:13]([CH:10]6[CH2:11][CH2:12][O:7][CH2:8][CH2:9]6)[CH3:14])=[C:18]([CH:21]=5)[C:19]#[N:20])[N:30]=4)=[CH:37][CH:36]=3)[CH2:39][CH2:40]2)[CH2:47]1. (6) Given the reactants [Cl:1][C:2]1[CH:7]=[CH:6][C:5]([C:8]2[N:9]=[C:10]([C:23]#[N:24])[C:11](C#N)=[N:12][C:13]=2[C:14]2[CH:19]=[CH:18][C:17]([Cl:20])=[CH:16][CH:15]=2)=[CH:4][CH:3]=1.[CH3:25][O:26][CH2:27][CH2:28][OH:29], predict the reaction product. The product is: [Cl:20][C:17]1[CH:18]=[CH:19][C:14]([C:13]2[N:12]=[C:11]([O:29][CH2:28][CH2:27][O:26][CH3:25])[C:10]([C:23]#[N:24])=[N:9][C:8]=2[C:5]2[CH:4]=[CH:3][C:2]([Cl:1])=[CH:7][CH:6]=2)=[CH:15][CH:16]=1. (7) Given the reactants Cl.C([NH:6][S:7]([C:10]1[C:11]([C:16]2[CH:21]=[CH:20][C:19]([NH:22][CH2:23][C:24]3[CH:25]=[N:26][C:27](C)=[C:28]([O:32][CH2:33][C:34]4[CH:39]=[CH:38][CH:37]=[C:36]([C:40]#[N:41])[CH:35]=4)[C:29]=3[CH2:30][OH:31])=[CH:18][CH:17]=2)=[CH:12][CH:13]=[CH:14][CH:15]=1)(=[O:9])=[O:8])(C)(C)C.[NH3:43].CO, predict the reaction product. The product is: [OH:31][CH2:30][C:29]1[C:24]([CH2:23][NH:22][C:19]2[CH:20]=[CH:21][C:16]([C:11]3[CH:12]=[CH:13][CH:14]=[CH:15][C:10]=3[S:7](=[O:9])(=[O:8])[NH2:6])=[CH:17][CH:18]=2)=[CH:25][N:26]=[CH:27][C:28]=1[O:32][CH2:33][C:34]1[CH:35]=[C:36]([CH:37]=[CH:38][CH:39]=1)[C:40]([NH2:41])=[NH:43].